Dataset: Reaction yield outcomes from USPTO patents with 853,638 reactions. Task: Predict the reaction yield, written as a fraction of the theoretical maximum amount of product (1.0 means a 100% yield; for example, 0.34 means a 34% yield). (1) The reactants are Br[C:2]1[C:7]([CH3:8])=[C:6]([CH3:9])[C:5]([CH3:10])=[C:4]([CH3:11])[C:3]=1[CH3:12].C(=[NH:26])(C1C=CC=CC=1)C1C=CC=CC=1.CC(C)([O-])C.[K+].Cl. The catalyst is O1CCCC1.C1C=CC(/C=C/C(/C=C/C2C=CC=CC=2)=O)=CC=1.C1C=CC(/C=C/C(/C=C/C2C=CC=CC=2)=O)=CC=1.C1C=CC(/C=C/C(/C=C/C2C=CC=CC=2)=O)=CC=1.[Pd].[Pd].C1C=CC(P(C2C(C3C(P(C4C=CC=CC=4)C4C=CC=CC=4)=CC=C4C=3C=CC=C4)=C3C(C=CC=C3)=CC=2)C2C=CC=CC=2)=CC=1.C(OCC)(=O)C.O.C1(C)C=CC=CC=1. The product is [CH3:12][C:3]1[C:4]([CH3:11])=[C:5]([CH3:10])[C:6]([CH3:9])=[C:7]([CH3:8])[C:2]=1[NH2:26]. The yield is 0.710. (2) The reactants are [Br:1][C:2]1[CH:3]=[C:4](B2OC(C)(C)C(C)(C)O2)[CH:5]=[C:6]([Br:9])[C:7]=1[Cl:8].Br[C:20]([C:22]([F:25])([F:24])[F:23])=[CH2:21].C([O-])([O-])=O.[K+].[K+].N#N. The catalyst is C1COCC1.O.C1C=CC(P(C2C=CC=CC=2)[C-]2C=CC=C2)=CC=1.C1C=CC(P(C2C=CC=CC=2)[C-]2C=CC=C2)=CC=1.Cl[Pd]Cl.[Fe+2]. The product is [Br:9][C:6]1[CH:5]=[C:4]([C:20]([C:22]([F:25])([F:24])[F:23])=[CH2:21])[CH:3]=[C:2]([Br:1])[C:7]=1[Cl:8]. The yield is 0.560. (3) The reactants are [CH:1]1([C:7]2[CH:19]=[CH:18][C:10]([C:11]([CH:13]=[CH:14][C:15]([OH:17])=[O:16])=[O:12])=[CH:9][CH:8]=2)[CH2:6][CH2:5][CH2:4][CH2:3][CH2:2]1. The catalyst is CO.[Pd]. The product is [CH:1]1([C:7]2[CH:8]=[CH:9][C:10]([C:11](=[O:12])[CH2:13][CH2:14][C:15]([OH:17])=[O:16])=[CH:18][CH:19]=2)[CH2:2][CH2:3][CH2:4][CH2:5][CH2:6]1. The yield is 1.00. (4) The reactants are [CH3:1][O:2][C:3](=[O:40])[CH2:4][O:5][C:6]1[CH:11]=[CH:10][C:9]([F:12])=[C:8]([CH2:13][C:14]2[C:22]3[C:17](=[N:18][CH:19]=[C:20]([C:23]4[CH:24]=[N:25][CH:26]=[CH:27][CH:28]=4)[CH:21]=3)[N:16]([Si](C(C)C)(C(C)C)C(C)C)[CH:15]=2)[C:7]=1[F:39].[F-].C([N+](CCCC)(CCCC)CCCC)CCC. The catalyst is O1CCCC1. The product is [CH3:1][O:2][C:3](=[O:40])[CH2:4][O:5][C:6]1[CH:11]=[CH:10][C:9]([F:12])=[C:8]([CH2:13][C:14]2[C:22]3[C:17](=[N:18][CH:19]=[C:20]([C:23]4[CH:24]=[N:25][CH:26]=[CH:27][CH:28]=4)[CH:21]=3)[NH:16][CH:15]=2)[C:7]=1[F:39]. The yield is 0.690. (5) The reactants are [CH2:1]([O:3][C@@H:4]1[CH2:8][N:7]([C:9](=[O:19])[C@H:10]([CH:16]([CH3:18])[CH3:17])[NH:11][C:12]([O:14][CH3:15])=[O:13])[C@H:6]([C:20]2[NH:24][C:23]3[C:25]4[C:30]([CH:31]=[CH:32][C:22]=3[N:21]=2)=[CH:29][C:28]2[C:33]3[C:38]([CH2:39][O:40][C:27]=2[CH:26]=4)=[CH:37][C:36]([C:41]2[NH:45][C:44]([C@@H:46]4[CH2:50][CH2:49][CH2:48][N:47]4[C:51](OC(C)(C)C)=[O:52])=[N:43][CH:42]=2)=[CH:35][CH:34]=3)[CH2:5]1)[CH3:2].Cl.[CH3:59][O:60][C:61]([NH:63][C@H:64]([C:68]1[CH:73]=[CH:72][CH:71]=[CH:70][CH:69]=1)C(O)=O)=[O:62].CCN(C(C)C)C(C)C.CCOC(C(C#N)=NOC(N1CCOCC1)=[N+](C)C)=O.F[P-](F)(F)(F)(F)F. The catalyst is C(Cl)Cl.CO.CN(C=O)C. The product is [CH2:1]([O:3][C@@H:4]1[CH2:8][N:7]([C:9](=[O:19])[C@@H:10]([NH:11][C:12]([O:14][CH3:15])=[O:13])[CH:16]([CH3:18])[CH3:17])[C@H:6]([C:20]2[NH:24][C:23]3[C:25]4[C:30]([CH:31]=[CH:32][C:22]=3[N:21]=2)=[CH:29][C:28]2[C:33]3[C:38]([CH2:39][O:40][C:27]=2[CH:26]=4)=[CH:37][C:36]([C:41]2[NH:45][C:44]([C@@H:46]4[CH2:50][CH2:49][CH2:48][N:47]4[C:51](=[O:52])[C@H:64]([NH:63][C:61](=[O:62])[O:60][CH3:59])[C:68]4[CH:73]=[CH:72][CH:71]=[CH:70][CH:69]=4)=[N:43][CH:42]=2)=[CH:35][CH:34]=3)[CH2:5]1)[CH3:2]. The yield is 0.180. (6) The yield is 0.310. The reactants are Br[C:2]1[CH:3]=[N:4][CH:5]=[CH:6][C:7]=1[CH:8]([OH:13])[CH2:9][CH2:10][CH2:11][CH3:12].[Li]CCCC.[SiH:19](Cl)([CH3:21])[CH3:20]. The product is [CH2:9]([CH:8]1[C:7]2[C:2](=[CH:3][N:4]=[CH:5][CH:6]=2)[Si:19]([CH3:21])([CH3:20])[O:13]1)[CH2:10][CH2:11][CH3:12]. The catalyst is C1COCC1. (7) The reactants are [N:1]1[CH:2]=[CH:3][N:4]2[CH:9]=[C:8]([C:10]([O:12]C)=[O:11])[CH:7]=[N:6][C:5]=12.[Li+].[OH-].Cl. The catalyst is CO. The product is [N:1]1[CH:2]=[CH:3][N:4]2[CH:9]=[C:8]([C:10]([OH:12])=[O:11])[CH:7]=[N:6][C:5]=12. The yield is 0.390.